This data is from TCR-epitope binding with 47,182 pairs between 192 epitopes and 23,139 TCRs. The task is: Binary Classification. Given a T-cell receptor sequence (or CDR3 region) and an epitope sequence, predict whether binding occurs between them. (1) The epitope is LVLSVNPYV. The TCR CDR3 sequence is CASSSTGVVTDTQYF. Result: 0 (the TCR does not bind to the epitope). (2) The epitope is TAFTIPSI. The TCR CDR3 sequence is CASAQGRGTEAFF. Result: 1 (the TCR binds to the epitope). (3) The epitope is FVRATATIPI. The TCR CDR3 sequence is CASSPGLDGEQYF. Result: 0 (the TCR does not bind to the epitope). (4) The epitope is LPPAYTNSF. The TCR CDR3 sequence is CASSLGQGSDYGYTF. Result: 0 (the TCR does not bind to the epitope). (5) The epitope is LLWNGPMAV. The TCR CDR3 sequence is CASSYDTTYEQYF. Result: 1 (the TCR binds to the epitope). (6) The epitope is KLGGALQAK. The TCR CDR3 sequence is CASSQTSGGRETQYF. Result: 1 (the TCR binds to the epitope).